This data is from Forward reaction prediction with 1.9M reactions from USPTO patents (1976-2016). The task is: Predict the product of the given reaction. (1) Given the reactants [Br:1][C:2]1[CH:11]=[C:10]2[C:5]([C:6](Cl)=[C:7]([N+:12]([O-:14])=[O:13])[CH:8]=[N:9]2)=[CH:4][CH:3]=1.C(N(CC)CC)C.[NH2:23][CH:24](C)[CH2:25][CH2:26][OH:27], predict the reaction product. The product is: [Br:1][C:2]1[CH:11]=[C:10]2[C:5]([C:6]([NH:23][CH2:24][CH2:25][CH2:26][OH:27])=[C:7]([N+:12]([O-:14])=[O:13])[CH:8]=[N:9]2)=[CH:4][CH:3]=1. (2) Given the reactants [CH3:1][O:2][C:3]([C:5]1[CH:19]=[CH:18][C:8]2[N:9]=[C:10]([CH2:13][CH2:14][CH2:15][CH2:16][NH2:17])[N:11]([CH3:12])[C:7]=2[CH:6]=1)=[O:4].[C:20](O)(=O)[CH3:21].[C:24]([BH3-])#N.[Na+].[CH:28](=O)[CH2:29][CH3:30], predict the reaction product. The product is: [CH3:1][O:2][C:3]([C:5]1[CH:19]=[CH:18][C:8]2[N:9]=[C:10]([CH2:13][CH2:14][CH2:15][CH2:16][N:17]([CH2:24][CH2:20][CH3:21])[CH2:28][CH2:29][CH3:30])[N:11]([CH3:12])[C:7]=2[CH:6]=1)=[O:4]. (3) Given the reactants CC1C=CC(S(Cl)(=O)=O)=CC=1.[CH2:12]([OH:20])[CH2:13][C:14]#[C:15][CH2:16][CH2:17][CH2:18][CH3:19].N1C=CC=CC=1.CC1C=CC(S(OCCC#CCCCC)(=O)=O)=CC=1.[O:46]=[CH:47][C:48]1[CH:56]=[CH:55][C:53](O)=[C:50]([O:51][CH3:52])[CH:49]=1, predict the reaction product. The product is: [CH3:52][O:51][C:50]1[CH:49]=[C:48]([CH:56]=[CH:55][C:53]=1[O:20][CH2:12][CH2:13][C:14]#[C:15][CH2:16][CH2:17][CH2:18][CH3:19])[CH:47]=[O:46]. (4) Given the reactants [CH3:1][O:2][C:3]1[CH:10]=[CH:9][C:6]([CH:7]=O)=[CH:5][CH:4]=1.[C:11]([OH:17])(=[O:16])[CH2:12]C(O)=O.C([O-])(=O)C.[NH4+:22], predict the reaction product. The product is: [NH2:22][CH:7]([C:6]1[CH:9]=[CH:10][C:3]([O:2][CH3:1])=[CH:4][CH:5]=1)[CH2:12][C:11]([OH:17])=[O:16]. (5) Given the reactants [C:1]([O:5][C:6](=[O:19])[NH:7][C:8]1[CH:13]=[CH:12][C:11]([C:14]([F:17])([F:16])[F:15])=[CH:10][C:9]=1[NH2:18])([CH3:4])([CH3:3])[CH3:2].C([O:24][C:25](=O)[CH2:26][C:27]([C:29]1[CH:34]=[CH:33][CH:32]=[C:31]([C:35]2[CH:40]=[C:39]([CH2:41][O:42][CH:43]3[CH2:48][CH2:47][CH2:46][CH2:45][O:44]3)[N:38]=[C:37]([CH3:49])[CH:36]=2)[CH:30]=1)=[O:28])(C)(C)C, predict the reaction product. The product is: [C:1]([O:5][C:6](=[O:19])[NH:7][C:8]1[CH:13]=[CH:12][C:11]([C:14]([F:17])([F:16])[F:15])=[CH:10][C:9]=1[NH:18][C:25](=[O:24])[CH2:26][C:27]([C:29]1[CH:34]=[CH:33][CH:32]=[C:31]([C:35]2[CH:40]=[C:39]([CH2:41][O:42][CH:43]3[CH2:48][CH2:47][CH2:46][CH2:45][O:44]3)[N:38]=[C:37]([CH3:49])[CH:36]=2)[CH:30]=1)=[O:28])([CH3:4])([CH3:2])[CH3:3]. (6) Given the reactants Br[CH2:2][C:3]1[C:8]([F:9])=[CH:7][CH:6]=[CH:5][C:4]=1[Cl:10].[CH3:11][C:12]1[N:17]=[C:16]([SH:18])[N:15]=[C:14]([OH:19])[CH:13]=1, predict the reaction product. The product is: [Cl:10][C:4]1[CH:5]=[CH:6][CH:7]=[C:8]([F:9])[C:3]=1[CH2:2][S:18][C:16]1[N:15]=[C:14]([OH:19])[CH:13]=[C:12]([CH3:11])[N:17]=1.